Dataset: Peptide-MHC class II binding affinity with 134,281 pairs from IEDB. Task: Regression. Given a peptide amino acid sequence and an MHC pseudo amino acid sequence, predict their binding affinity value. This is MHC class II binding data. (1) The peptide sequence is VLNRKTFEREYPTIK. The MHC is DRB1_0801 with pseudo-sequence DRB1_0801. The binding affinity (normalized) is 0.255. (2) The peptide sequence is LMCEIEGHHLASAAI. The MHC is HLA-DPA10103-DPB10301 with pseudo-sequence HLA-DPA10103-DPB10301. The binding affinity (normalized) is 0.199. (3) The peptide sequence is ELYYAIHKASTVLAF. The MHC is HLA-DPA10103-DPB10301 with pseudo-sequence HLA-DPA10103-DPB10301. The binding affinity (normalized) is 0.407. (4) The peptide sequence is LAQILMDNDLAATND. The MHC is DRB1_0405 with pseudo-sequence DRB1_0405. The binding affinity (normalized) is 0.612. (5) The peptide sequence is KAFAEGLSGEPKGGA. The MHC is DRB1_0802 with pseudo-sequence DRB1_0802. The binding affinity (normalized) is 0.549. (6) The peptide sequence is KVFNTRRNTLLFLDL. The MHC is DRB1_1302 with pseudo-sequence DRB1_1302. The binding affinity (normalized) is 0.769. (7) The peptide sequence is RADEINAIFEENEVD. The MHC is HLA-DQA10501-DQB10303 with pseudo-sequence HLA-DQA10501-DQB10303. The binding affinity (normalized) is 0. (8) The MHC is DRB1_0301 with pseudo-sequence DRB1_0301. The peptide sequence is GRKNGSFIIDGKSRK. The binding affinity (normalized) is 0.820. (9) The peptide sequence is YASGKVWGQKYFKGN. The MHC is HLA-DPA10103-DPB10301 with pseudo-sequence HLA-DPA10103-DPB10301. The binding affinity (normalized) is 0. (10) The peptide sequence is HMAKEDLVANQPNLK. The MHC is HLA-DQA10201-DQB10202 with pseudo-sequence HLA-DQA10201-DQB10202. The binding affinity (normalized) is 0.0610.